Dataset: Forward reaction prediction with 1.9M reactions from USPTO patents (1976-2016). Task: Predict the product of the given reaction. (1) Given the reactants Cl[C:2]1[C:3](=[O:15])[N:4](C2CCCCO2)[N:5]=[CH:6][C:7]=1Cl.[F:16][C:17]1[CH:22]=[CH:21][C:20]([CH3:23])=[CH:19][C:18]=1[OH:24].C[O:26][C:27](=[O:36])[CH:28](Br)[CH2:29][CH:30]1[CH2:34][CH2:33][CH2:32][CH2:31]1, predict the reaction product. The product is: [CH:30]1([CH2:29][CH:28]([N:4]2[C:3](=[O:15])[CH:2]=[C:7]([O:24][C:18]3[CH:19]=[C:20]([CH3:23])[CH:21]=[CH:22][C:17]=3[F:16])[CH:6]=[N:5]2)[C:27]([OH:26])=[O:36])[CH2:34][CH2:33][CH2:32][CH2:31]1. (2) Given the reactants [CH3:1][N:2]1[CH2:7][CH2:6][C:5]([CH2:15][NH2:16])([C:8]2[CH:13]=[CH:12][CH:11]=[C:10]([F:14])[CH:9]=2)[CH2:4][CH2:3]1.[C:17]([C:19]1[CH:20]=[C:21]([C:29](Cl)=[O:30])[C:22]2[C:27]([CH:28]=1)=[CH:26][CH:25]=[CH:24][CH:23]=2)#[N:18], predict the reaction product. The product is: [CH3:1][N:2]1[CH2:7][CH2:6][C:5]([C:8]2[CH:13]=[CH:12][CH:11]=[C:10]([F:14])[CH:9]=2)([CH2:15][NH:16][C:29]([C:21]2[C:22]3[C:27](=[CH:26][CH:25]=[CH:24][CH:23]=3)[CH:28]=[C:19]([C:17]#[N:18])[CH:20]=2)=[O:30])[CH2:4][CH2:3]1. (3) Given the reactants [CH2:1]([NH:5][C:6]1[N:14]=[C:13]2[C:9]([N:10]=[C:11]([O:23]C)[N:12]2[CH2:15][CH2:16][CH:17]2[CH2:22][CH2:21][CH2:20][O:19][CH2:18]2)=[C:8]([NH2:25])[N:7]=1)[CH2:2][CH2:3][CH3:4].Cl, predict the reaction product. The product is: [NH2:25][C:8]1[N:7]=[C:6]([NH:5][CH2:1][CH2:2][CH2:3][CH3:4])[N:14]=[C:13]2[C:9]=1[NH:10][C:11](=[O:23])[N:12]2[CH2:15][CH2:16][CH:17]1[CH2:22][CH2:21][CH2:20][O:19][CH2:18]1. (4) Given the reactants CS([C:5]1[N:10]=[C:9](/[CH:11]=[C:12]2/[C:13](=[O:18])[NH:14][C:15](=[O:17])[S:16]/2)[CH:8]=[CH:7][N:6]=1)(=O)=O.C([O-])(=O)C.[NH4+:23], predict the reaction product. The product is: [NH2:23][C:5]1[N:10]=[C:9](/[CH:11]=[C:12]2/[C:13](=[O:18])[NH:14][C:15](=[O:17])[S:16]/2)[CH:8]=[CH:7][N:6]=1. (5) Given the reactants [N:1]1[N:5]2[CH:6]=[CH:7][CH:8]=N[C:4]2=[C:3]([NH:10][C:11]([C:13]2[C:17]3[N:18]=[C:19](Cl)[N:20]=[CH:21][C:16]=3[S:15][CH:14]=2)=[O:12])[CH:2]=1.[NH2:23][C@@H:24]1[CH2:29][CH2:28][O:27][CH2:26][C@@H:25]1[NH:30][C:31](=[O:37])[O:32][C:33]([CH3:36])([CH3:35])[CH3:34].[CH:38](N(C(C)C)CC)(C)C, predict the reaction product. The product is: [C:33]([O:32][C:31](=[O:37])[NH:30][C@@H:25]1[C@H:24]([NH:23][C:19]2[N:20]=[CH:21][C:16]3[S:15][CH:14]=[C:13]([C:11](=[O:12])[NH:10][C:3]4[CH:2]=[N:1][N:5]5[CH:6]=[CH:7][CH:8]=[CH:38][C:4]=45)[C:17]=3[N:18]=2)[CH2:29][CH2:28][O:27][CH2:26]1)([CH3:34])([CH3:36])[CH3:35]. (6) Given the reactants C(OC([C:6]1[N:7]([CH2:13][O:14][CH2:15][CH2:16][Si:17]([CH3:20])([CH3:19])[CH3:18])[CH:8]=[C:9]([C:11]#[N:12])[N:10]=1)=O)C.[OH-].[K+], predict the reaction product. The product is: [CH3:18][Si:17]([CH3:20])([CH3:19])[CH2:16][CH2:15][O:14][CH2:13][N:7]1[CH:8]=[C:9]([C:11]#[N:12])[N:10]=[CH:6]1. (7) Given the reactants [NH2:1][CH2:2][C:3]1[S:4][CH:5]=[C:6]([C:8]2[CH:9]=[C:10]3[C:14](=[CH:15][CH:16]=2)[N:13]([CH3:17])[C:12]2[N:18]([CH3:31])[C:19](=[O:30])[C:20]([C:22]4[CH:27]=[CH:26][C:25]([Cl:28])=[CH:24][C:23]=4[Cl:29])=[CH:21][C:11]3=2)[N:7]=1.[CH3:32][S:33](Cl)(=[O:35])=[O:34], predict the reaction product. The product is: [Cl:29][C:23]1[CH:24]=[C:25]([Cl:28])[CH:26]=[CH:27][C:22]=1[C:20]1[C:19](=[O:30])[N:18]([CH3:31])[C:12]2[N:13]([CH3:17])[C:14]3[C:10]([C:11]=2[CH:21]=1)=[CH:9][C:8]([C:6]1[N:7]=[C:3]([CH2:2][NH:1][S:33]([CH3:32])(=[O:35])=[O:34])[S:4][CH:5]=1)=[CH:16][CH:15]=3. (8) Given the reactants [Br:1][C:2]1[C:3]([CH3:10])=[CH:4][C:5]([OH:9])=[N:6][C:7]=1[CH3:8].[CH2:11](I)[CH3:12], predict the reaction product. The product is: [Br:1][C:2]1[C:7]([CH3:8])=[N:6][C:5]([O:9][CH2:11][CH3:12])=[CH:4][C:3]=1[CH3:10]. (9) Given the reactants [NH:1]1[C:9]2[C:4](=[N:5][CH:6]=[CH:7][CH:8]=2)[CH:3]=[CH:2]1.[H-].[Na+].[Cl:12][C:13]1[CH:14]=[C:15]([C:22]([CH3:32])([CH3:31])[CH2:23][C:24]2([C:27]([F:30])([F:29])[F:28])[CH2:26][O:25]2)[C:16]2[O:20][CH2:19][CH2:18][C:17]=2[CH:21]=1, predict the reaction product. The product is: [Cl:12][C:13]1[CH:14]=[C:15]([C:22]([CH3:32])([CH3:31])[CH2:23][C:24]([CH2:26][N:1]2[C:9]3[C:4](=[N:5][CH:6]=[CH:7][CH:8]=3)[CH:3]=[CH:2]2)([OH:25])[C:27]([F:28])([F:29])[F:30])[C:16]2[O:20][CH2:19][CH2:18][C:17]=2[CH:21]=1. (10) Given the reactants [NH:1]1[C:9]2[C:4](=[CH:5][CH:6]=[CH:7][CH:8]=2)[C:3]2([CH2:13][O:12][C:11]3[CH:14]=[C:15]4[C:19](=[CH:20][C:10]2=3)[CH2:18][CH2:17][O:16]4)[C:2]1=[O:21].CC1C2C=C3C4(C5C(=CC=CC=5)NC4=O)COC3=CC=2ON=1.Br[CH2:45][C:46]1[CH:47]=[C:48]([CH:53]=[CH:54][CH:55]=1)[C:49]([O:51][CH3:52])=[O:50].BrCC1OC(C(F)(F)F)=CC=1, predict the reaction product. The product is: [O:21]=[C:2]1[C:3]2([CH2:13][O:12][C:11]3[CH:14]=[C:15]4[C:19](=[CH:20][C:10]2=3)[CH2:18][CH2:17][O:16]4)[C:4]2[C:9](=[CH:8][CH:7]=[CH:6][CH:5]=2)[N:1]1[CH2:45][C:46]1[CH:47]=[C:48]([CH:53]=[CH:54][CH:55]=1)[C:49]([O:51][CH3:52])=[O:50].